This data is from Catalyst prediction with 721,799 reactions and 888 catalyst types from USPTO. The task is: Predict which catalyst facilitates the given reaction. (1) Reactant: CN(C(ON1N=NC2C=CC=NC1=2)=[N+](C)C)C.F[P-](F)(F)(F)(F)F.[Br:25][C:26]1[CH:34]=[C:33]([F:35])[C:32]([F:36])=[CH:31][C:27]=1[C:28]([OH:30])=O.CCN(C(C)C)C(C)C.[Cl:46][C:47]1[CH:52]=[C:51]([Cl:53])[CH:50]=[CH:49][C:48]=1[C:54]1[CH:59]=[CH:58][C:57]([NH2:60])=[CH:56][CH:55]=1. Product: [Br:25][C:26]1[CH:34]=[C:33]([F:35])[C:32]([F:36])=[CH:31][C:27]=1[C:28]([NH:60][C:57]1[CH:56]=[CH:55][C:54]([C:48]2[CH:49]=[CH:50][C:51]([Cl:53])=[CH:52][C:47]=2[Cl:46])=[CH:59][CH:58]=1)=[O:30]. The catalyst class is: 3. (2) Reactant: [AlH4-].[Li+].[CH2:3]([O:10][CH2:11][C:12]1([C:25](OC)=[O:26])[CH2:17][CH2:16][N:15]([C:18]([O:20][C:21]([CH3:24])([CH3:23])[CH3:22])=[O:19])[CH2:14][CH2:13]1)[C:4]1[CH:9]=[CH:8][CH:7]=[CH:6][CH:5]=1. Product: [CH2:3]([O:10][CH2:11][C:12]1([CH2:25][OH:26])[CH2:13][CH2:14][N:15]([C:18]([O:20][C:21]([CH3:22])([CH3:23])[CH3:24])=[O:19])[CH2:16][CH2:17]1)[C:4]1[CH:9]=[CH:8][CH:7]=[CH:6][CH:5]=1. The catalyst class is: 7. (3) Reactant: [C:1]([NH:4][C:5]1[CH:6]=[CH:7][CH:8]=[C:9]2[C:13]=1[C:12](=[O:14])[N:11]([CH:15]([C:20]1[CH:25]=[CH:24][C:23]([O:26][CH:27]([F:29])[F:28])=[C:22]([O:30][CH2:31][CH3:32])[CH:21]=1)[CH2:16][C:17](O)=[O:18])[CH2:10]2)(=[O:3])[CH3:2].C1N=CN(C(N2C=NC=C2)=O)C=1.Cl.[NH2:46][OH:47]. Product: [C:1]([NH:4][C:5]1[CH:6]=[CH:7][CH:8]=[C:9]2[C:13]=1[C:12](=[O:14])[N:11]([CH:15]([C:20]1[CH:25]=[CH:24][C:23]([O:26][CH:27]([F:29])[F:28])=[C:22]([O:30][CH2:31][CH3:32])[CH:21]=1)[CH2:16][C:17]([NH:46][OH:47])=[O:18])[CH2:10]2)(=[O:3])[CH3:2]. The catalyst class is: 1. (4) Reactant: [Br:1][C:2]1[CH:7]=[CH:6][C:5]([S:8](Cl)(=[O:10])=[O:9])=[CH:4][CH:3]=1.[NH2:12][C:13]1[C:14]([CH3:20])=[N:15][N:16]([CH3:19])[C:17]=1[CH3:18]. Product: [Br:1][C:2]1[CH:7]=[CH:6][C:5]([S:8]([NH:12][C:13]2[C:14]([CH3:20])=[N:15][N:16]([CH3:19])[C:17]=2[CH3:18])(=[O:10])=[O:9])=[CH:4][CH:3]=1. The catalyst class is: 17.